This data is from Full USPTO retrosynthesis dataset with 1.9M reactions from patents (1976-2016). The task is: Predict the reactants needed to synthesize the given product. (1) Given the product [Cl:16][C:17]1[CH:18]=[CH:19][C:20]2[CH2:21][N:22]([C:12]([N:11]([CH3:15])[CH3:10])=[O:13])[CH2:23][C@@H:24]([C:28]3[CH:33]=[CH:32][CH:31]=[CH:30][CH:29]=3)[O:25][C:26]=2[N:27]=1, predict the reactants needed to synthesize it. The reactants are: C(N(C(C)C)C(C)C)C.[CH3:10][N:11]([CH3:15])[C:12](Cl)=[O:13].[Cl:16][C:17]1[CH:18]=[CH:19][C:20]2[CH2:21][NH:22][CH2:23][C@@H:24]([C:28]3[CH:33]=[CH:32][CH:31]=[CH:30][CH:29]=3)[O:25][C:26]=2[N:27]=1. (2) Given the product [CH3:1][Si:2]([CH3:19])([CH3:20])[N:3]1[CH2:7][C@H:6]([CH2:8][OH:9])[CH2:5][C@@H:4]1[C:12]([O:14][C:15]([CH3:16])([CH3:17])[CH3:18])=[O:13], predict the reactants needed to synthesize it. The reactants are: [CH3:1][Si:2]([CH3:20])([CH3:19])[N:3]1[CH2:7][C@H:6]([C:8](OC)=[O:9])[CH2:5][C@@H:4]1[C:12]([O:14][C:15]([CH3:18])([CH3:17])[CH3:16])=[O:13].[Al]. (3) Given the product [Br:40][C:27]1[O:26][C:25]([CH:12]([O:13][C:14]2[CH:19]=[CH:18][C:17]([F:20])=[C:16]([C:21](=[O:23])[NH2:22])[C:15]=2[F:24])[CH2:11][O:10][C:9]([NH:8][CH2:7][C:2]2[CH:3]=[CH:4][CH:5]=[CH:6][N+:1]=2[O-:42])=[O:41])=[N:29][C:28]=1[C:30]1[CH:31]=[CH:32][C:33]([C:36]([F:37])([F:39])[F:38])=[CH:34][CH:35]=1, predict the reactants needed to synthesize it. The reactants are: [N:1]1[CH:6]=[CH:5][CH:4]=[CH:3][C:2]=1[CH2:7][NH:8][C:9](=[O:41])[O:10][CH2:11][CH:12]([C:25]1[O:26][C:27]([Br:40])=[C:28]([C:30]2[CH:35]=[CH:34][C:33]([C:36]([F:39])([F:38])[F:37])=[CH:32][CH:31]=2)[N:29]=1)[O:13][C:14]1[CH:19]=[CH:18][C:17]([F:20])=[C:16]([C:21](=[O:23])[NH2:22])[C:15]=1[F:24].[OH:42]O.O=O. (4) Given the product [C:12]1([S:1]([C:3]2[CH:4]=[CH:5][C:6]([NH2:9])=[CH:7][CH:8]=2)(=[O:10])=[O:11])[CH:17]=[CH:16][CH:15]=[CH:14][CH:13]=1, predict the reactants needed to synthesize it. The reactants are: [S:1]([OH:11])(=[O:10])([C:3]1[CH:8]=[CH:7][C:6]([NH2:9])=[CH:5][CH:4]=1)=O.[CH:12]1[CH:17]=[CH:16][CH:15]=[CH:14][CH:13]=1.FC(F)(F)C(OC(=O)C(F)(F)F)=O.FC(F)(F)C(O)=O. (5) Given the product [C:21]([O:24][C:6]1[C:5]([O:4][CH3:1])=[C:10]([C:11]#[CH:12])[CH:9]=[C:8]([CH2:17][OH:18])[CH:7]=1)(=[O:23])[CH3:22], predict the reactants needed to synthesize it. The reactants are: [C:1]([O:4][C:5]1[C:10]([C:11]#[C:12][Si](C)(C)C)=[CH:9][C:8]([CH2:17][OH:18])=[CH:7][C:6]=1OC)(=O)C.[C:21]([OH:24])(=[O:23])[CH3:22].[F-].C([NH+](CCCC)CCCC)CCC.[NH4+].[Cl-]. (6) The reactants are: [CH:1]1([N:5]2[CH:9]=[C:8]([N+:10]([O-])=O)[N:7]=[CH:6]2)[CH2:4][CH2:3][CH2:2]1.C(OCC)(=O)C.CCN(CC)CC.[N:26]1[C:35]2[C:30](=[CH:31][C:32]([CH2:36][C:37](O)=[O:38])=[CH:33][CH:34]=2)[CH:29]=[CH:28][CH:27]=1. Given the product [CH:1]1([N:5]2[CH:9]=[C:8]([NH:10][C:37](=[O:38])[CH2:36][C:32]3[CH:31]=[C:30]4[C:35](=[CH:34][CH:33]=3)[N:26]=[CH:27][CH:28]=[CH:29]4)[N:7]=[CH:6]2)[CH2:4][CH2:3][CH2:2]1, predict the reactants needed to synthesize it. (7) The reactants are: C([O:3][C:4]([C:6]1[N:7]([C:17]2[CH:22]=[CH:21][C:20]([O:23][CH:24]3[CH2:28][CH2:27][CH2:26][CH2:25]3)=[CH:19][CH:18]=2)[C:8]2[C:13]([C:14]=1[Cl:15])=[CH:12][C:11](I)=[CH:10][CH:9]=2)=[O:5])C.[CH:29]([O:32][C:33]1[CH:34]=[C:35]([CH:39]=[CH:40][CH:41]=1)[C:36](Cl)=[O:37])([CH3:31])[CH3:30]. Given the product [Cl:15][C:14]1[C:13]2[C:8](=[CH:9][CH:10]=[C:11]([C:36](=[O:37])[C:35]3[CH:39]=[CH:40][CH:41]=[C:33]([O:32][CH:29]([CH3:30])[CH3:31])[CH:34]=3)[CH:12]=2)[N:7]([C:17]2[CH:22]=[CH:21][C:20]([O:23][CH:24]3[CH2:25][CH2:26][CH2:27][CH2:28]3)=[CH:19][CH:18]=2)[C:6]=1[C:4]([OH:3])=[O:5], predict the reactants needed to synthesize it.